Binary Classification. Given a T-cell receptor sequence (or CDR3 region) and an epitope sequence, predict whether binding occurs between them. From a dataset of TCR-epitope binding with 47,182 pairs between 192 epitopes and 23,139 TCRs. (1) The epitope is AVFDRKSDAK. The TCR CDR3 sequence is CASSLGTANYGYTF. Result: 1 (the TCR binds to the epitope). (2) The epitope is TLDSKTQSL. Result: 0 (the TCR does not bind to the epitope). The TCR CDR3 sequence is CASSLAGDEQFF. (3) The epitope is HTTDPSFLGRY. The TCR CDR3 sequence is CASSYTMGAGAEQYF. Result: 1 (the TCR binds to the epitope). (4) Result: 1 (the TCR binds to the epitope). The epitope is KPLEFGATSAAL. The TCR CDR3 sequence is CASSPPGMVNGETQYF. (5) The epitope is SQASSRSSSR. The TCR CDR3 sequence is CASSRTENTEAFF. Result: 0 (the TCR does not bind to the epitope). (6) The epitope is YEGNSPFHPL. The TCR CDR3 sequence is CASSNTGRREQYF. Result: 0 (the TCR does not bind to the epitope). (7) The epitope is RAKFKQLL. The TCR CDR3 sequence is CASSLAPPGRLNSPLHF. Result: 0 (the TCR does not bind to the epitope).